Dataset: Peptide-MHC class I binding affinity with 185,985 pairs from IEDB/IMGT. Task: Regression. Given a peptide amino acid sequence and an MHC pseudo amino acid sequence, predict their binding affinity value. This is MHC class I binding data. (1) The peptide sequence is LPFPFLYKFLL. The MHC is HLA-B15:03 with pseudo-sequence HLA-B15:03. The binding affinity (normalized) is 0.353. (2) The peptide sequence is TAVTNFLLSL. The MHC is Patr-B0101 with pseudo-sequence Patr-B0101. The binding affinity (normalized) is 0.310. (3) The peptide sequence is DPNPQEVVL. The MHC is HLA-B45:01 with pseudo-sequence HLA-B45:01. The binding affinity (normalized) is 0.0229. (4) The peptide sequence is QYDDLHKKF. The MHC is HLA-A24:03 with pseudo-sequence HLA-A24:03. The binding affinity (normalized) is 0.617. (5) The peptide sequence is GTEKLTITY. The MHC is HLA-A02:06 with pseudo-sequence HLA-A02:06. The binding affinity (normalized) is 0.0847. (6) The peptide sequence is ALEEGRKYV. The MHC is HLA-A02:12 with pseudo-sequence HLA-A02:12. The binding affinity (normalized) is 0.652. (7) The peptide sequence is IDPLIVSTS. The MHC is HLA-B45:01 with pseudo-sequence HLA-B45:01. The binding affinity (normalized) is 0.0895. (8) The binding affinity (normalized) is 0.450. The peptide sequence is NGDYSEVAL. The MHC is Mamu-B8701 with pseudo-sequence YSAMYEEKAGHTDENTLYLRSYRYTWAARAYRWY. (9) The peptide sequence is DEADLDEILL. The MHC is HLA-B44:02 with pseudo-sequence HLA-B44:02. The binding affinity (normalized) is 0.00847. (10) The peptide sequence is YTDLTYQSF. The MHC is HLA-B40:01 with pseudo-sequence HLA-B40:01. The binding affinity (normalized) is 0.0847.